This data is from NCI-60 drug combinations with 297,098 pairs across 59 cell lines. The task is: Regression. Given two drug SMILES strings and cell line genomic features, predict the synergy score measuring deviation from expected non-interaction effect. (1) Drug 1: C1CCN(CC1)CCOC2=CC=C(C=C2)C(=O)C3=C(SC4=C3C=CC(=C4)O)C5=CC=C(C=C5)O. Drug 2: C1=NC2=C(N=C(N=C2N1C3C(C(C(O3)CO)O)O)F)N. Cell line: TK-10. Synergy scores: CSS=0.357, Synergy_ZIP=1.30, Synergy_Bliss=1.84, Synergy_Loewe=-0.783, Synergy_HSA=-0.326. (2) Drug 1: C1=CC(=CC=C1CC(C(=O)O)N)N(CCCl)CCCl.Cl. Drug 2: CCN(CC)CCCC(C)NC1=C2C=C(C=CC2=NC3=C1C=CC(=C3)Cl)OC. Cell line: OVCAR3. Synergy scores: CSS=25.3, Synergy_ZIP=-4.49, Synergy_Bliss=1.91, Synergy_Loewe=-32.9, Synergy_HSA=1.37. (3) Drug 1: CN(CC1=CN=C2C(=N1)C(=NC(=N2)N)N)C3=CC=C(C=C3)C(=O)NC(CCC(=O)O)C(=O)O. Drug 2: C1CNP(=O)(OC1)N(CCCl)CCCl. Cell line: SK-OV-3. Synergy scores: CSS=10.3, Synergy_ZIP=-2.14, Synergy_Bliss=-5.64, Synergy_Loewe=-44.6, Synergy_HSA=-6.00. (4) Drug 1: CC=C1C(=O)NC(C(=O)OC2CC(=O)NC(C(=O)NC(CSSCCC=C2)C(=O)N1)C(C)C)C(C)C. Drug 2: C(CN)CNCCSP(=O)(O)O. Cell line: SR. Synergy scores: CSS=37.9, Synergy_ZIP=1.91, Synergy_Bliss=-3.13, Synergy_Loewe=-48.3, Synergy_HSA=-5.07. (5) Drug 1: CC1=C2C(C(=O)C3(C(CC4C(C3C(C(C2(C)C)(CC1OC(=O)C(C(C5=CC=CC=C5)NC(=O)C6=CC=CC=C6)O)O)OC(=O)C7=CC=CC=C7)(CO4)OC(=O)C)O)C)OC(=O)C. Drug 2: C1CC(=O)NC(=O)C1N2C(=O)C3=CC=CC=C3C2=O. Cell line: A498. Synergy scores: CSS=12.8, Synergy_ZIP=-7.35, Synergy_Bliss=0.495, Synergy_Loewe=-21.8, Synergy_HSA=-1.76. (6) Drug 1: CS(=O)(=O)C1=CC(=C(C=C1)C(=O)NC2=CC(=C(C=C2)Cl)C3=CC=CC=N3)Cl. Drug 2: C1C(C(OC1N2C=NC3=C(N=C(N=C32)Cl)N)CO)O. Cell line: NCI-H322M. Synergy scores: CSS=3.93, Synergy_ZIP=0.973, Synergy_Bliss=3.14, Synergy_Loewe=0.885, Synergy_HSA=0.576. (7) Drug 1: CCC1=CC2CC(C3=C(CN(C2)C1)C4=CC=CC=C4N3)(C5=C(C=C6C(=C5)C78CCN9C7C(C=CC9)(C(C(C8N6C)(C(=O)OC)O)OC(=O)C)CC)OC)C(=O)OC.C(C(C(=O)O)O)(C(=O)O)O. Drug 2: C(CC(=O)O)C(=O)CN.Cl. Cell line: SF-539. Synergy scores: CSS=38.9, Synergy_ZIP=-2.54, Synergy_Bliss=-4.48, Synergy_Loewe=-20.2, Synergy_HSA=-3.06. (8) Drug 1: CC12CCC(CC1=CCC3C2CCC4(C3CC=C4C5=CN=CC=C5)C)O. Drug 2: CN1CCC(CC1)COC2=C(C=C3C(=C2)N=CN=C3NC4=C(C=C(C=C4)Br)F)OC. Cell line: NCI-H460. Synergy scores: CSS=4.05, Synergy_ZIP=-0.858, Synergy_Bliss=0.488, Synergy_Loewe=-0.943, Synergy_HSA=-0.196.